This data is from Forward reaction prediction with 1.9M reactions from USPTO patents (1976-2016). The task is: Predict the product of the given reaction. Given the reactants Br[C:2]1[CH:3]=[C:4]([CH:16]=[C:17]([CH3:19])[CH:18]=1)[O:5][C:6]1[CH:11]=[CH:10][C:9]([C:12]([F:15])([F:14])[F:13])=[CH:8][N:7]=1.C([O:23][B:24](OC(C)C)[O:25]C(C)C)(C)C.C1COCC1.[Li]CCCC, predict the reaction product. The product is: [CH3:19][C:17]1[CH:18]=[C:2]([B:24]([OH:25])[OH:23])[CH:3]=[C:4]([O:5][C:6]2[CH:11]=[CH:10][C:9]([C:12]([F:15])([F:14])[F:13])=[CH:8][N:7]=2)[CH:16]=1.